From a dataset of Catalyst prediction with 721,799 reactions and 888 catalyst types from USPTO. Predict which catalyst facilitates the given reaction. (1) Reactant: [Cl:1][C:2]1[S:6][C:5]([C:7]([N:9]2[CH2:11][CH:10]2[C:12]([O:14][CH3:15])=[O:13])=[O:8])=[CH:4][CH:3]=1.[CH3:16][O:17][CH2:18][CH2:19][OH:20].B(F)(F)F.CCOCC. Product: [Cl:1][C:2]1[S:6][C:5]([C:7]([NH:9][CH:10]([CH2:11][O:20][CH2:19][CH2:18][O:17][CH3:16])[C:12]([O:14][CH3:15])=[O:13])=[O:8])=[CH:4][CH:3]=1. The catalyst class is: 2. (2) Reactant: [Cl-].[Al+3].[Cl-].[Cl-].[CH2:5]1[C:13]2[C:8](=[CH:9][CH:10]=[CH:11][CH:12]=2)[CH2:7][CH:6]1[O:14][C:15](=[O:17])[CH3:16].Cl.[C:19](Cl)(=[O:21])[CH3:20]. Product: [C:19]([C:10]1[CH:9]=[C:8]2[C:13](=[CH:12][CH:11]=1)[CH2:5][CH:6]([O:14][C:15](=[O:17])[CH3:16])[CH2:7]2)(=[O:21])[CH3:20]. The catalyst class is: 534.